Dataset: Catalyst prediction with 721,799 reactions and 888 catalyst types from USPTO. Task: Predict which catalyst facilitates the given reaction. Reactant: [F:1][C:2]1[CH:7]=[CH:6][C:5]([C:8](=[O:10])[CH3:9])=[CH:4][CH:3]=1.[CH2:11]=O.[ClH:13].[CH3:14][NH:15][CH3:16].Cl. Product: [ClH:13].[CH3:14][N:15]([CH3:11])[CH2:16][CH2:9][C:8]([C:5]1[CH:6]=[CH:7][C:2]([F:1])=[CH:3][CH:4]=1)=[O:10]. The catalyst class is: 41.